Dataset: Full USPTO retrosynthesis dataset with 1.9M reactions from patents (1976-2016). Task: Predict the reactants needed to synthesize the given product. (1) Given the product [CH3:1][C:2]1[C:7]([CH3:8])=[CH:6][CH:5]=[CH:4][C:3]=1[O:9][CH2:11][CH2:12][CH2:13][C:14]([O:16][CH2:17][CH3:18])=[O:15], predict the reactants needed to synthesize it. The reactants are: [CH3:1][C:2]1[C:7]([CH3:8])=[CH:6][CH:5]=[CH:4][C:3]=1[OH:9].Br[CH2:11][CH2:12][CH2:13][C:14]([O:16][CH2:17][CH3:18])=[O:15].C(=O)([O-])[O-].[K+].[K+]. (2) Given the product [ClH:28].[CH:16]([N:13]1[CH2:12][CH2:11][N:10]([C:7]2[N:6]=[CH:5][C:4]([C:3]3[N:19]=[C:26]([C:25]4[CH:29]=[CH:30][C:22]([C:20]#[N:21])=[CH:23][CH:24]=4)[O:1][N:2]=3)=[CH:9][CH:8]=2)[CH2:15][CH2:14]1)([CH3:17])[CH3:18], predict the reactants needed to synthesize it. The reactants are: [OH:1][NH:2][C:3](=[NH:19])[C:4]1[CH:9]=[CH:8][C:7]([N:10]2[CH2:15][CH2:14][N:13]([CH:16]([CH3:18])[CH3:17])[CH2:12][CH2:11]2)=[N:6][CH:5]=1.[C:20]([C:22]1[CH:30]=[CH:29][C:25]([C:26]([Cl:28])=O)=[CH:24][CH:23]=1)#[N:21]. (3) The reactants are: [C:1]1([C:6]2[N:10]([CH2:11][C:12]([OH:14])=[O:13])[N:9]=[C:8]([C:15]([F:18])([F:17])[F:16])[CH:7]=2)[CH2:5][CH2:4][CH2:3][CH:2]=1. Given the product [CH:1]1([C:6]2[N:10]([CH2:11][C:12]([OH:14])=[O:13])[N:9]=[C:8]([C:15]([F:17])([F:18])[F:16])[CH:7]=2)[CH2:5][CH2:4][CH2:3][CH2:2]1, predict the reactants needed to synthesize it. (4) Given the product [CH2:1]([N:5]1[CH:9]=[C:8]([C:10]2[CH:19]=[C:18]([O:20][CH2:21][CH2:22][C@@H:23]3[NH:37][C:36](=[O:38])[N:35]([CH3:39])[CH2:34][CH2:33][CH2:32][CH2:31][CH:30]=[CH:29][C@H:28]4[C@@:26]([C:40]([NH:54][S:51]([C:48]5([CH3:47])[CH2:50][CH2:49]5)(=[O:53])=[O:52])=[O:41])([CH2:27]4)[NH:25][C:24]3=[O:43])[C:17]3[C:12](=[C:13]([CH3:46])[C:14]([O:44][CH3:45])=[CH:15][CH:16]=3)[N:11]=2)[CH:7]=[N:6]1)[CH:2]([CH3:3])[CH3:4], predict the reactants needed to synthesize it. The reactants are: [CH2:1]([N:5]1[CH:9]=[C:8]([C:10]2[CH:19]=[C:18]([O:20][CH2:21][CH2:22][C@@H:23]3[NH:37][C:36](=[O:38])[N:35]([CH3:39])[CH2:34][CH2:33][CH2:32][CH2:31][CH:30]=[CH:29][C@H:28]4[C@@:26]([C:40](O)=[O:41])([CH2:27]4)[NH:25][C:24]3=[O:43])[C:17]3[C:12](=[C:13]([CH3:46])[C:14]([O:44][CH3:45])=[CH:15][CH:16]=3)[N:11]=2)[CH:7]=[N:6]1)[CH:2]([CH3:4])[CH3:3].[CH3:47][C:48]1([S:51]([NH2:54])(=[O:53])=[O:52])[CH2:50][CH2:49]1.